The task is: Predict the reactants needed to synthesize the given product.. This data is from Full USPTO retrosynthesis dataset with 1.9M reactions from patents (1976-2016). (1) Given the product [CH:13]1([O:16][C:17]2[CH:18]=[CH:19][C:20]([N:23]3[C:28](=[O:29])[C:27]([CH2:30][C:31]4[CH:36]=[CH:35][C:34]([C:37]5[CH:42]=[CH:41][CH:40]=[CH:39][C:38]=5[C:43]5[NH:3][C:4](=[O:7])[O:5][N:44]=5)=[CH:33][CH:32]=4)=[C:26]([CH2:45][CH2:46][CH3:47])[N:25]=[C:24]3[CH3:48])=[CH:21][CH:22]=2)[CH2:14][CH2:15]1, predict the reactants needed to synthesize it. The reactants are: [Cl-].O[NH3+:3].[C:4](=[O:7])([O-])[OH:5].[Na+].CS(C)=O.[CH:13]1([O:16][C:17]2[CH:22]=[CH:21][C:20]([N:23]3[C:28](=[O:29])[C:27]([CH2:30][C:31]4[CH:36]=[CH:35][C:34]([C:37]5[C:38]([C:43]#[N:44])=[CH:39][CH:40]=[CH:41][CH:42]=5)=[CH:33][CH:32]=4)=[C:26]([CH2:45][CH2:46][CH3:47])[N:25]=[C:24]3[CH3:48])=[CH:19][CH:18]=2)[CH2:15][CH2:14]1. (2) Given the product [N:44]1([C:22]2[N:21]=[C:20]([CH2:19][N:15]3[C@@H:14]([CH3:37])[C@@H:13]([C:5]4[CH:4]=[C:3]([C:2]([F:39])([F:38])[F:1])[CH:8]=[C:7]([C:9]([F:12])([F:11])[F:10])[CH:6]=4)[O:17][C:16]3=[O:18])[C:25]([C:26]3[C:27]([CH3:32])=[N:28][O:29][C:30]=3[CH3:31])=[CH:24][N:23]=2)[CH2:40][CH2:43][CH2:42]1, predict the reactants needed to synthesize it. The reactants are: [F:1][C:2]([F:39])([F:38])[C:3]1[CH:4]=[C:5]([C@H:13]2[O:17][C:16](=[O:18])[N:15]([CH2:19][C:20]3[C:25]([C:26]4[C:27]([CH3:32])=[N:28][O:29][C:30]=4[CH3:31])=[CH:24][N:23]=[C:22](S(C)(=O)=O)[N:21]=3)[C@H:14]2[CH3:37])[CH:6]=[C:7]([C:9]([F:12])([F:11])[F:10])[CH:8]=1.[CH:40]1([NH2:44])[CH2:43][CH2:42]C1. (3) Given the product [C:9]([O:8][P:6]([O:13][CH2:14][C:15]1[CH:16]=[C:17]([CH:22]=[CH:23][CH:24]=1)[C:18]([OH:20])=[O:19])([O:5][C:1]([CH3:4])([CH3:3])[CH3:2])=[O:7])([CH3:10])([CH3:11])[CH3:12], predict the reactants needed to synthesize it. The reactants are: [C:1]([O:5][P:6]([O:13][CH2:14][C:15]1[CH:16]=[C:17]([CH:22]=[CH:23][CH:24]=1)[C:18]([O:20]C)=[O:19])([O:8][C:9]([CH3:12])([CH3:11])[CH3:10])=[O:7])([CH3:4])([CH3:3])[CH3:2].[OH-].[Na+].C(O)C.P(=O)(O)(O)O. (4) Given the product [O:16]1[C:17]2[CH:22]=[CH:21][C:20]([CH2:55][C:54]([NH:51][CH:52]3[C:53]4[C:4](=[CH:5][CH:6]=[C:7]([Cl:38])[CH:8]=4)[O:3][C:2]4([CH2:11][CH2:10][CH2:9]4)[CH2:13]3)=[O:48])=[CH:19][C:18]=2[O:14][CH2:15]1, predict the reactants needed to synthesize it. The reactants are: C[C:2]1([CH3:13])[CH2:11][CH:10](N)[C:9]2[C:4](=[CH:5][CH:6]=[CH:7][CH:8]=2)[O:3]1.[O:14]1[C:18]2[CH:19]=[CH:20][CH:21]=[C:22](CC(O)=O)[C:17]=2[O:16][CH2:15]1.CCN=C=NCCCN(C)C.[ClH:38].C1C=CC2N([OH:48])N=NC=2C=1.C([N:51]([CH2:54][CH3:55])[CH2:52][CH3:53])C.